From a dataset of Forward reaction prediction with 1.9M reactions from USPTO patents (1976-2016). Predict the product of the given reaction. Given the reactants [F:1][C:2]([F:34])([F:33])[C:3]1[CH:4]=[C:5]([CH:26]=[C:27]([C:29]([F:32])([F:31])[F:30])[CH:28]=1)[C:6]([N:8]1[CH2:25][CH2:24][C:11]2([N:15]([C:16]3[CH:21]=[CH:20][CH:19]=[CH:18][C:17]=3[Cl:22])[CH2:14][NH:13][C:12]2=[O:23])[CH2:10][CH2:9]1)=[O:7].Cl[CH2:36][C:37]([N:39]([CH3:41])[CH3:40])=[O:38], predict the reaction product. The product is: [F:32][C:29]([F:31])([F:30])[C:27]1[CH:26]=[C:5]([CH:4]=[C:3]([C:2]([F:1])([F:33])[F:34])[CH:28]=1)[C:6]([N:8]1[CH2:9][CH2:10][C:11]2([N:15]([C:16]3[CH:21]=[CH:20][CH:19]=[CH:18][C:17]=3[Cl:22])[CH2:14][N:13]([CH2:36][C:37]([N:39]([CH3:41])[CH3:40])=[O:38])[C:12]2=[O:23])[CH2:24][CH2:25]1)=[O:7].